Predict the product of the given reaction. From a dataset of Forward reaction prediction with 1.9M reactions from USPTO patents (1976-2016). (1) The product is: [O:32]1[C:37]2[CH:38]=[CH:39][C:40]([S:42]([N:5]3[C:6]([C:7]4[CH:12]=[CH:11][CH:10]=[CH:9][CH:8]=4)=[C:2]([CH3:1])[C:3]([CH:13]=[O:14])=[CH:4]3)(=[O:44])=[O:43])=[CH:41][C:36]=2[O:35][CH2:34][CH2:33]1. Given the reactants [CH3:1][C:2]1[C:3]([CH:13]=[O:14])=[CH:4][NH:5][C:6]=1[C:7]1[CH:12]=[CH:11][CH:10]=[CH:9][CH:8]=1.[H-].[Na+].C1OCCOCCOCCOCCOC1.[O:32]1[C:37]2[CH:38]=[CH:39][C:40]([S:42](Cl)(=[O:44])=[O:43])=[CH:41][C:36]=2[O:35][CH2:34][CH2:33]1, predict the reaction product. (2) Given the reactants [N:1]([CH2:4][C:5]1[C:6]([C:16]2[CH:21]=[C:20]([F:22])[CH:19]=[CH:18][C:17]=2[O:23][CH3:24])=[N:7][C:8]2[C:13]([CH:14]=1)=[CH:12][CH:11]=[CH:10][C:9]=2[Cl:15])=[N+]=[N-], predict the reaction product. The product is: [Cl:15][C:9]1[CH:10]=[CH:11][CH:12]=[C:13]2[C:8]=1[N:7]=[C:6]([C:16]1[CH:21]=[C:20]([F:22])[CH:19]=[CH:18][C:17]=1[O:23][CH3:24])[C:5]([CH2:4][NH2:1])=[CH:14]2. (3) Given the reactants [CH3:1][O:2][C:3]([C:5]1[C:13]2[C:8](=[C:9]([CH3:14])[CH:10]=[CH:11][CH:12]=2)[NH:7][CH:6]=1)=[O:4].Br[CH2:16][CH2:17][C:18]1[CH:23]=[CH:22][CH:21]=[CH:20][CH:19]=1, predict the reaction product. The product is: [CH3:1][O:2][C:3]([C:5]1[C:13]2[C:8](=[C:9]([CH3:14])[CH:10]=[CH:11][CH:12]=2)[N:7]([CH2:16][CH2:17][C:18]2[CH:23]=[CH:22][CH:21]=[CH:20][CH:19]=2)[CH:6]=1)=[O:4]. (4) Given the reactants FC(F)(F)S(O[C:7]1[CH:8]=[C:9]2[C:14](=[CH:15][CH:16]=1)[N:13]=[CH:12][C:11]([N:17]1[CH2:22][CH2:21][O:20][CH2:19][CH2:18]1)=[CH:10]2)(=O)=O.C(N(CC)C(C)C)(C)C.CC1(C)C2C(=C(P(C3C=CC=CC=3)C3C=CC=CC=3)C=CC=2)OC2C(P(C3C=CC=CC=3)C3C=CC=CC=3)=CC=CC1=2.[SH:76][C:77]1[N:81]2[N:82]=[C:83]([C:86]([O:88]C)=O)[CH:84]=[CH:85][C:80]2=[N:79][N:78]=1.[CH3:90][NH:91][O:92][CH3:93], predict the reaction product. The product is: [CH3:93][O:92][N:91]([CH3:90])[C:86]([C:83]1[CH:84]=[CH:85][C:80]2[N:81]([C:77]([S:76][C:7]3[CH:8]=[C:9]4[C:14](=[CH:15][CH:16]=3)[N:13]=[CH:12][C:11]([N:17]3[CH2:18][CH2:19][O:20][CH2:21][CH2:22]3)=[CH:10]4)=[N:78][N:79]=2)[N:82]=1)=[O:88]. (5) Given the reactants [CH2:1]([O:3][C:4](=[O:24])[CH2:5][C:6]1[CH:11]=[CH:10][C:9]([N:12]2[C:21](=[O:22])[C:20]3[C:15](=[CH:16][CH:17]=[CH:18][CH:19]=3)[NH:14][C:13]2=[O:23])=[CH:8][CH:7]=1)[CH3:2].C([O-])([O-])=O.[K+].[K+].Br[CH2:32][C:33]([NH:35][C:36]1[CH:41]=[C:40]([Cl:42])[C:39]([O:43][CH3:44])=[CH:38][C:37]=1[O:45][CH3:46])=[O:34].CN(C=O)C, predict the reaction product. The product is: [CH2:1]([O:3][C:4](=[O:24])[CH2:5][C:6]1[CH:11]=[CH:10][C:9]([N:12]2[C:21](=[O:22])[C:20]3[C:15](=[CH:16][CH:17]=[CH:18][CH:19]=3)[N:14]([CH2:32][C:33](=[O:34])[NH:35][C:36]3[CH:41]=[C:40]([Cl:42])[C:39]([O:43][CH3:44])=[CH:38][C:37]=3[O:45][CH3:46])[C:13]2=[O:23])=[CH:8][CH:7]=1)[CH3:2].